Dataset: Reaction yield outcomes from USPTO patents with 853,638 reactions. Task: Predict the reaction yield, written as a fraction of the theoretical maximum amount of product (1.0 means a 100% yield; for example, 0.34 means a 34% yield). The reactants are [NH2:1][C:2]1[C:11]2[C:6](=[CH:7][CH:8]=[C:9]([NH:12][C:13](=[O:29])[C:14]3[CH:19]=[CH:18][CH:17]=[CH:16][C:15]=3[CH2:20][O:21][C:22]3[CH:27]=[CH:26][C:25]([CH3:28])=[CH:24][CH:23]=3)[CH:10]=2)[N:5]=[C:4]([C:30](OC)=[O:31])[CH:3]=1.[Cl-:34].[Na+].O. The catalyst is O1CCCC1.C(OCC)(=O)C. The product is [ClH:34].[NH2:1][C:2]1[C:11]2[C:6](=[CH:7][CH:8]=[C:9]([NH:12][C:13](=[O:29])[C:14]3[CH:19]=[CH:18][CH:17]=[CH:16][C:15]=3[CH2:20][O:21][C:22]3[CH:23]=[CH:24][C:25]([CH3:28])=[CH:26][CH:27]=3)[CH:10]=2)[N:5]=[C:4]([CH2:30][OH:31])[CH:3]=1. The yield is 0.670.